Dataset: Reaction yield outcomes from USPTO patents with 853,638 reactions. Task: Predict the reaction yield, written as a fraction of the theoretical maximum amount of product (1.0 means a 100% yield; for example, 0.34 means a 34% yield). (1) The reactants are [Br:1][C:2]1[CH:7]=[CH:6][C:5]([C:8]2[NH:12][C:11]([C@@H:13]3[CH2:17][C@@H:16](O)[CH2:15][N:14]3[C:19]([O:21][CH2:22][C:23]3[CH:28]=[CH:27][CH:26]=[CH:25][CH:24]=3)=[O:20])=[N:10][CH:9]=2)=[CH:4][CH:3]=1.COCCN(S(F)(F)[F:39])CCOC.C(=O)(O)[O-].[Na+]. The catalyst is C(Cl)Cl. The product is [Br:1][C:2]1[CH:7]=[CH:6][C:5]([C:8]2[NH:12][C:11]([C@@H:13]3[CH2:17][C@H:16]([F:39])[CH2:15][N:14]3[C:19]([O:21][CH2:22][C:23]3[CH:28]=[CH:27][CH:26]=[CH:25][CH:24]=3)=[O:20])=[N:10][CH:9]=2)=[CH:4][CH:3]=1. The yield is 0.620. (2) The reactants are Cl[C:2]1[C:3]([C:8]2[C:17]3[C:12](=[CH:13][CH:14]=[CH:15][CH:16]=3)[C:11]([C:18]#[N:19])=[CH:10][CH:9]=2)=[N:4][CH:5]=[CH:6][N:7]=1.[C:20]([O:24][CH3:25])(=[O:23])[CH2:21][SH:22].C(=O)([O-])[O-].[Na+].[Na+]. The catalyst is CN(C=O)C. The product is [C:18]([C:11]1[C:12]2[C:17](=[CH:16][CH:15]=[CH:14][CH:13]=2)[C:8]([C:3]2[C:2]([S:22][CH2:21][C:20]([O:24][CH3:25])=[O:23])=[N:7][CH:6]=[CH:5][N:4]=2)=[CH:9][CH:10]=1)#[N:19]. The yield is 0.630. (3) The reactants are [NH2:1][C:2]1[CH:7]=[CH:6][C:5]([NH2:8])=[CH:4][C:3]=1[S:9]([NH2:12])(=[O:11])=[O:10].N1C=CC=CC=1.[CH3:19][S:20](Cl)(=[O:22])=[O:21]. The catalyst is ClCCl. The product is [NH2:1][C:2]1[CH:7]=[CH:6][C:5]([NH:8][S:20]([CH3:19])(=[O:22])=[O:21])=[CH:4][C:3]=1[S:9]([NH2:12])(=[O:10])=[O:11]. The yield is 0.730. (4) The reactants are [CH3:1][N:2](C)[CH2:3][CH2:4][CH2:5][N:6]1[C:15]2[C:10](=[CH:11][C:12]([N+:16]([O-:18])=[O:17])=[CH:13][CH:14]=2)[CH2:9][CH2:8][CH2:7]1.[C:20](Cl)(=[O:28])[O:21][C:22]1[CH:27]=[CH:26][CH:25]=[CH:24][CH:23]=1. The catalyst is ClCCl.O. The product is [CH3:1][N:2]([CH2:3][CH2:4][CH2:5][N:6]1[C:15]2[C:10](=[CH:11][C:12]([N+:16]([O-:18])=[O:17])=[CH:13][CH:14]=2)[CH2:9][CH2:8][CH2:7]1)[C:20](=[O:28])[O:21][C:22]1[CH:27]=[CH:26][CH:25]=[CH:24][CH:23]=1. The yield is 0.727.